This data is from Forward reaction prediction with 1.9M reactions from USPTO patents (1976-2016). The task is: Predict the product of the given reaction. Given the reactants [Br:1][C:2]1[C:11]2[CH2:10][CH2:9][CH2:8][C@@H:7]([NH2:12])[C:6]=2[CH:5]=[N:4][CH:3]=1.[C:13](O)(=[O:15])[CH3:14], predict the reaction product. The product is: [Br:1][C:2]1[C:11]2[CH2:10][CH2:9][CH2:8][C@@H:7]([NH:12][C:13](=[O:15])[CH3:14])[C:6]=2[CH:5]=[N:4][CH:3]=1.